Dataset: Full USPTO retrosynthesis dataset with 1.9M reactions from patents (1976-2016). Task: Predict the reactants needed to synthesize the given product. (1) Given the product [CH3:19][S:16]([C:13]1[CH:12]=[CH:11][C:10]([N:9]2[C:5]([CH2:4][NH2:1])=[CH:6][CH:7]=[N:8]2)=[CH:15][CH:14]=1)(=[O:17])=[O:18], predict the reactants needed to synthesize it. The reactants are: [N:1]([CH2:4][C:5]1[N:9]([C:10]2[CH:15]=[CH:14][C:13]([S:16]([CH3:19])(=[O:18])=[O:17])=[CH:12][CH:11]=2)[N:8]=[CH:7][CH:6]=1)=[N+]=[N-].O.C1C=CC(P(C2C=CC=CC=2)C2C=CC=CC=2)=CC=1. (2) The reactants are: Cl.[NH2:2][C@H:3]1[C@H:8]2[C@@H:4]1[O:5][C:6]1[CH:12]=[CH:11][C:10]([O:13][C:14]3[CH:19]=[CH:18][N:17]=[C:16]([C:20]([NH:22][CH3:23])=[O:21])[CH:15]=3)=[CH:9][C:7]=12.[CH2:24]([N:26]1[CH2:31][CH2:30][N:29]([CH2:32][C:33]2[CH:41]=[CH:40][C:36]([C:37](O)=[O:38])=[CH:35][C:34]=2[C:42]([F:45])([F:44])[F:43])[CH2:28][CH2:27]1)[CH3:25].CCN(C(C)C)C(C)C.CN(C(ON1N=NC2C=CC=NC1=2)=[N+](C)C)C.F[P-](F)(F)(F)(F)F. Given the product [CH2:24]([N:26]1[CH2:27][CH2:28][N:29]([CH2:32][C:33]2[CH:41]=[CH:40][C:36]([C:37]([NH:2][C@H:3]3[C@H:8]4[C@@H:4]3[O:5][C:6]3[CH:12]=[CH:11][C:10]([O:13][C:14]5[CH:19]=[CH:18][N:17]=[C:16]([C:20]([NH:22][CH3:23])=[O:21])[CH:15]=5)=[CH:9][C:7]=34)=[O:38])=[CH:35][C:34]=2[C:42]([F:45])([F:43])[F:44])[CH2:30][CH2:31]1)[CH3:25], predict the reactants needed to synthesize it. (3) Given the product [F:43][C:2]([F:42])([F:1])[C:3]1[CH:4]=[C:5]([C:13]([CH3:40])([CH3:41])[C:14]([N:16]([CH3:44])[C:17]2[C:18]([C:33]3[CH:38]=[CH:37][CH:36]=[CH:35][C:34]=3[CH3:39])=[C:19]3[C:24](=[CH:25][CH:26]=2)[N:23]=[C:22]([N:27]2[CH2:32][CH2:31][O:30][CH2:29][CH2:28]2)[CH:21]=[CH:20]3)=[O:15])[CH:6]=[C:7]([C:9]([F:11])([F:12])[F:10])[CH:8]=1, predict the reactants needed to synthesize it. The reactants are: [F:1][C:2]([F:43])([F:42])[C:3]1[CH:4]=[C:5]([C:13]([CH3:41])([CH3:40])[C:14]([NH:16][C:17]2[C:18]([C:33]3[CH:38]=[CH:37][CH:36]=[CH:35][C:34]=3[CH3:39])=[C:19]3[C:24](=[CH:25][CH:26]=2)[N:23]=[C:22]([N:27]2[CH2:32][CH2:31][O:30][CH2:29][CH2:28]2)[CH:21]=[CH:20]3)=[O:15])[CH:6]=[C:7]([C:9]([F:12])([F:11])[F:10])[CH:8]=1.[CH3:44][Si]([N-][Si](C)(C)C)(C)C.[K+].CI.